Dataset: Full USPTO retrosynthesis dataset with 1.9M reactions from patents (1976-2016). Task: Predict the reactants needed to synthesize the given product. (1) Given the product [Br:1][CH2:2][C:3]([N:17]1[CH2:16][CH:15]([N:19]([CH2:21][C:22]2[CH:27]=[CH:26][C:25]([C:28]([F:31])([F:29])[F:30])=[C:24]([F:32])[CH:23]=2)[CH3:20])[CH:14]([C:9]2[CH:10]=[CH:11][C:12]([Cl:13])=[C:7]([Cl:6])[CH:8]=2)[CH2:18]1)=[O:4], predict the reactants needed to synthesize it. The reactants are: [Br:1][CH2:2][C:3](Cl)=[O:4].[Cl:6][C:7]1[CH:8]=[C:9]([CH:14]2[CH2:18][NH:17][CH2:16][CH:15]2[N:19]([CH2:21][C:22]2[CH:27]=[CH:26][C:25]([C:28]([F:31])([F:30])[F:29])=[C:24]([F:32])[CH:23]=2)[CH3:20])[CH:10]=[CH:11][C:12]=1[Cl:13].C(N(CC)CC)C. (2) Given the product [CH3:17][Si:18]([CH3:36])([CH3:35])[N:19]1[CH:22]([C:23]2[CH:28]=[CH:27][CH:26]=[CH:25][CH:24]=2)[CH:21]([O:29][Si:30]([CH3:33])([CH3:32])[CH3:31])[C:20]1=[O:34], predict the reactants needed to synthesize it. The reactants are: C[Si](C)(C)Cl.C(N(CC)CC)C.C(O)(=O)C.[CH3:17][Si:18]([CH3:36])([CH3:35])[N:19]1[C@H:22]([C:23]2[CH:28]=[CH:27][CH:26]=[CH:25][CH:24]=2)[C@H:21]([O:29][Si:30]([CH3:33])([CH3:32])[CH3:31])[C:20]1=[O:34]. (3) Given the product [OH:27][CH2:26][CH:25]([NH:24][C:6]([C:8]1[N:9]=[C:10]([Cl:23])[C:11]2[C:16]([C:17]=1[OH:18])=[CH:15][C:14]([O:19][CH:20]([CH3:21])[CH3:22])=[CH:13][CH:12]=2)=[O:7])[CH2:28][OH:29], predict the reactants needed to synthesize it. The reactants are: C(O[C:6]([C:8]1[N:9]=[C:10]([Cl:23])[C:11]2[C:16]([C:17]=1[OH:18])=[CH:15][C:14]([O:19][CH:20]([CH3:22])[CH3:21])=[CH:13][CH:12]=2)=[O:7])CCC.[NH2:24][CH:25]([CH2:28][OH:29])[CH2:26][OH:27]. (4) Given the product [C:16]([NH:2][C@@H:3]([CH2:8][C:9]1[CH:10]=[CH:11][C:12]([I:15])=[CH:13][CH:14]=1)[C:4]([O:6][CH3:7])=[O:5])(=[O:18])[CH3:17], predict the reactants needed to synthesize it. The reactants are: Cl.[NH2:2][C@@H:3]([CH2:8][C:9]1[CH:14]=[CH:13][C:12]([I:15])=[CH:11][CH:10]=1)[C:4]([O:6][CH3:7])=[O:5].[C:16]([O-])(=[O:18])[CH3:17].[Na+].C(OC(=O)C)(=O)C. (5) Given the product [C:1]([O:4][C@@H:5]1[C@@H:10]([O:11][C:12](=[O:14])[CH3:13])[C@H:9]([O:15][C:16](=[O:18])[CH3:17])[C@@H:8]([O:19]/[C:20](/[C:29]([O:31][CH3:32])=[O:30])=[CH:21]\[C:22]2[C:23]([F:28])=[CH:24][CH:25]=[CH:26][C:27]=2[Cl:39])[O:7][C@H:6]1[CH2:34][O:35][C:36](=[O:38])[CH3:37])(=[O:3])[CH3:2], predict the reactants needed to synthesize it. The reactants are: [C:1]([O:4][C@@H:5]1[C@@H:10]([O:11][C:12](=[O:14])[CH3:13])[C@H:9]([O:15][C:16](=[O:18])[CH3:17])[C@@H:8]([O:19]/[C:20](/[C:29]([O:31][CH2:32]C)=[O:30])=[CH:21]\[C:22]2[CH:27]=[CH:26][CH:25]=[CH:24][C:23]=2[F:28])[O:7][C@H:6]1[CH2:34][O:35][C:36](=[O:38])[CH3:37])(=[O:3])[CH3:2].[Cl:39]C1C=CC=C(F)C=1CC(=O)C(OC)=O.[H-].[Na+].[Br-].C(O[C@@H]1[C@@H](OC(=O)C)[C@H](OC(=O)C)[C@@H](COC(=O)C)O[C@@H]1O)(=O)C. (6) Given the product [ClH:22].[Cl:22][C:14]1[CH:15]=[N:16][C:17]2[CH:18]=[CH:19][C:20](=[O:21])[N:11]3[CH2:10][CH:9]([CH2:8][N:5]4[CH2:6][CH2:7][CH:2]([NH:1][CH2:34][C:31]5[CH:32]=[CH:33][C:27]6[O:26][CH2:25][C:24](=[O:23])[NH:29][C:28]=6[CH:30]=5)[CH2:3][CH2:4]4)[C:13]=1[C:12]=23, predict the reactants needed to synthesize it. The reactants are: [NH2:1][CH:2]1[CH2:7][CH2:6][N:5]([CH2:8][CH:9]2[C:13]3=[C:14]([Cl:22])[CH:15]=[N:16][C:17]4[CH:18]=[CH:19][C:20](=[O:21])[N:11]([C:12]=43)[CH2:10]2)[CH2:4][CH2:3]1.[O:23]=[C:24]1[NH:29][C:28]2[CH:30]=[C:31]([CH:34]=O)[CH:32]=[CH:33][C:27]=2[O:26][CH2:25]1. (7) Given the product [OH:2][C:1]1[CH:3]=[C:4]([OH:5])[CH:6]=[CH:7][C:8]=1[C:17](=[O:18])[CH2:16][C:13]1[CH:14]=[CH:15][C:10]([F:9])=[CH:11][CH:12]=1, predict the reactants needed to synthesize it. The reactants are: [C:1]1([CH:8]=[CH:7][CH:6]=[C:4]([OH:5])[CH:3]=1)[OH:2].[F:9][C:10]1[CH:15]=[CH:14][C:13]([CH2:16][C:17](O)=[O:18])=[CH:12][CH:11]=1.B(F)(F)F.CCOCC.